This data is from Merck oncology drug combination screen with 23,052 pairs across 39 cell lines. The task is: Regression. Given two drug SMILES strings and cell line genomic features, predict the synergy score measuring deviation from expected non-interaction effect. (1) Drug 1: O=C(NOCC(O)CO)c1ccc(F)c(F)c1Nc1ccc(I)cc1F. Drug 2: Cc1nc(Nc2ncc(C(=O)Nc3c(C)cccc3Cl)s2)cc(N2CCN(CCO)CC2)n1. Cell line: UWB1289. Synergy scores: synergy=-2.61. (2) Drug 1: CCC1(O)CC2CN(CCc3c([nH]c4ccccc34)C(C(=O)OC)(c3cc4c(cc3OC)N(C)C3C(O)(C(=O)OC)C(OC(C)=O)C5(CC)C=CCN6CCC43C65)C2)C1. Drug 2: O=C(CCCCCCC(=O)Nc1ccccc1)NO. Synergy scores: synergy=2.20. Cell line: HT144.